From a dataset of TCR-epitope binding with 47,182 pairs between 192 epitopes and 23,139 TCRs. Binary Classification. Given a T-cell receptor sequence (or CDR3 region) and an epitope sequence, predict whether binding occurs between them. The epitope is KLNVGDYFV. The TCR CDR3 sequence is CASSQVYVEVREHGELFF. Result: 0 (the TCR does not bind to the epitope).